This data is from Reaction yield outcomes from USPTO patents with 853,638 reactions. The task is: Predict the reaction yield, written as a fraction of the theoretical maximum amount of product (1.0 means a 100% yield; for example, 0.34 means a 34% yield). (1) The reactants are [Br:1][C:2]1[N:7]=[CH:6][C:5]([CH:8]([C:10]2[C:18]3[C:13](=[N:14][CH:15]=[CH:16][CH:17]=3)[NH:12][CH:11]=2)O)=[CH:4][CH:3]=1.BrC1N=CC(C(OC)C2C3C(=NC=CC=3)NC=2)=CC=1.C([SiH](CC)CC)C.FC(F)(F)C(O)=O. The catalyst is C(#N)C. The product is [Br:1][C:2]1[N:7]=[CH:6][C:5]([CH2:8][C:10]2[C:18]3[C:13](=[N:14][CH:15]=[CH:16][CH:17]=3)[NH:12][CH:11]=2)=[CH:4][CH:3]=1. The yield is 0.600. (2) The reactants are Cl[CH2:2][CH2:3][CH2:4][N:5]1[CH:9]=[C:8]([I:10])[N:7]=[CH:6]1.[NH:11]1[CH2:15][CH2:14][CH2:13][CH2:12]1. The catalyst is CS(C)=O.O. The product is [I:10][C:8]1[N:7]=[CH:6][N:5]([CH2:4][CH2:3][CH2:2][N:11]2[CH2:15][CH2:14][CH2:13][CH2:12]2)[CH:9]=1. The yield is 0.780. (3) The reactants are [Li+].[OH-].[C:3]([O:7][C:8]([N:10]1[CH2:14][CH:13]([CH2:15][C:16]([O:18]C)=[O:17])[CH2:12][C@@H:11]1[C@H:20]1[O:24][C:23]([CH3:26])([CH3:25])[N:22]([C:27](=[O:29])[CH3:28])[C@H:21]1[CH2:30][C:31]1[CH:36]=[C:35]([F:37])[CH:34]=[C:33]([F:38])[CH:32]=1)=[O:9])([CH3:6])([CH3:5])[CH3:4]. The catalyst is C1COCC1. The product is [C:3]([O:7][C:8]([N:10]1[CH2:14][CH:13]([CH2:15][C:16]([OH:18])=[O:17])[CH2:12][C@@H:11]1[C@H:20]1[O:24][C:23]([CH3:26])([CH3:25])[N:22]([C:27](=[O:29])[CH3:28])[C@H:21]1[CH2:30][C:31]1[CH:32]=[C:33]([F:38])[CH:34]=[C:35]([F:37])[CH:36]=1)=[O:9])([CH3:4])([CH3:5])[CH3:6]. The yield is 0.900. (4) The reactants are [F:1][C:2]([F:14])([S:10]([O-:13])(=[O:12])=[O:11])[CH2:3][O:4][C:5](=[O:9])[C:6]([CH3:8])=[CH2:7].C([NH+](CC)CC)C.[Br-].[C:23]1([C:29]2[C:37]3[C:36]4[CH:38]=[CH:39][CH:40]=[CH:41][C:35]=4[SH+:34][C:33]=3[CH:32]=[CH:31][CH:30]=2)[CH:28]=[CH:27][CH:26]=[CH:25][CH:24]=1. The catalyst is ClCCl. The product is [F:14][C:2]([F:1])([S:10]([O-:13])(=[O:12])=[O:11])[CH2:3][O:4][C:5](=[O:9])[C:6]([CH3:8])=[CH2:7].[C:23]1([C:29]2[C:37]3[C:36]4[CH:38]=[CH:39][CH:40]=[CH:41][C:35]=4[SH+:34][C:33]=3[CH:32]=[CH:31][CH:30]=2)[CH:24]=[CH:25][CH:26]=[CH:27][CH:28]=1. The yield is 0.800. (5) The reactants are [CH3:1][C:2]([C@H:4]1[C@@H:8]2[C@@H:9]3[C@@:22]([CH3:25])([CH2:23][CH2:24][C@@:7]2([CH:31]=[O:32])[CH2:6][CH2:5]1)[C@@:21]1([CH3:26])[C@@H:12]([C@:13]2([CH3:30])[C@@H:18]([CH2:19][CH2:20]1)[C:17]([CH3:28])([CH3:27])[C@@H:16]([OH:29])[CH2:15][CH2:14]2)[CH2:11][CH2:10]3)=[CH2:3].[O-:33]Cl=O.[Na+].OP([O-])(O)=O.[K+]. The catalyst is C(Cl)Cl. The product is [CH3:3][C:2]([C@H:4]1[C@@H:8]2[C@@H:9]3[C@@:22]([CH3:25])([CH2:23][CH2:24][C@@:7]2([C:31]([OH:33])=[O:32])[CH2:6][CH2:5]1)[C@@:21]1([CH3:26])[C@@H:12]([C@:13]2([CH3:30])[C@@H:18]([CH2:19][CH2:20]1)[C:17]([CH3:28])([CH3:27])[C@@H:16]([OH:29])[CH2:15][CH2:14]2)[CH2:11][CH2:10]3)=[CH2:1]. The yield is 0.0900. (6) The product is [Cl:1][C:2]1[C:3]([F:34])=[C:4]([NH:8][C:9]2[C:18]3[C:13](=[CH:14][C:15]([O:32][CH3:33])=[C:16]([CH2:19][N:20]([CH3:31])[C:21]4([C:28]([NH:42][CH3:46])=[O:29])[CH2:22][CH2:23][N:24]([CH3:27])[CH2:25][CH2:26]4)[CH:17]=3)[N:12]=[CH:11][N:10]=2)[CH:5]=[CH:6][CH:7]=1. The catalyst is CN(C)C=O. The yield is 0.770. The reactants are [Cl:1][C:2]1[C:3]([F:34])=[C:4]([NH:8][C:9]2[C:18]3[C:13](=[CH:14][C:15]([O:32][CH3:33])=[C:16]([CH2:19][N:20]([CH3:31])[C:21]4([C:28](O)=[O:29])[CH2:26][CH2:25][N:24]([CH3:27])[CH2:23][CH2:22]4)[CH:17]=3)[N:12]=[CH:11][N:10]=2)[CH:5]=[CH:6][CH:7]=1.F[P-](F)(F)(F)(F)F.[N:42]1(OC(N(C)C)=[N+](C)C)[C:46]2N=CC=CC=2N=N1.C(N(CC)C(C)C)(C)C.Cl.CN. (7) The catalyst is CN(C)C=O. The yield is 0.140. The reactants are [CH2:1]([N:3]1[C:7](=[NH:8])/[C:6](=[CH:9]/[C:10]2[CH:15]=[CH:14][C:13]([O:16][CH2:17][C:18]3[CH:23]=[CH:22][CH:21]=[CH:20][C:19]=3[C:24]([F:27])([F:26])[F:25])=[C:12]([O:28][CH3:29])[CH:11]=2)/[N:5]([CH3:30])[C:4]1=[O:31])[CH3:2].[C:32](=O)([O-])[O-].[K+].[K+].IC.O. The product is [CH2:1]([N:3]1[C:4](=[O:31])[N:5]([CH3:30])/[C:6](=[CH:9]\[C:10]2[CH:15]=[CH:14][C:13]([O:16][CH2:17][C:18]3[CH:23]=[CH:22][CH:21]=[CH:20][C:19]=3[C:24]([F:26])([F:25])[F:27])=[C:12]([O:28][CH3:29])[CH:11]=2)/[C:7]/1=[N:8]\[CH3:32])[CH3:2].